Dataset: Catalyst prediction with 721,799 reactions and 888 catalyst types from USPTO. Task: Predict which catalyst facilitates the given reaction. (1) Reactant: [CH:1]1(C(O)=O)[CH2:5][CH:4]=[CH:3][CH2:2]1.C1C=CC(P(N=[N+]=[N-])(C2C=CC=CC=2)=[O:16])=CC=1.CC[N:28]([CH2:31]C)CC.[CH2:33]([OH:40])[C:34]1[CH:39]=[CH:38][CH:37]=[CH:36][CH:35]=1. Product: [CH:1]1([NH:28][C:31](=[O:16])[O:40][CH2:33][C:34]2[CH:39]=[CH:38][CH:37]=[CH:36][CH:35]=2)[CH2:2][CH:3]=[CH:4][CH2:5]1. The catalyst class is: 11. (2) Reactant: Br[C:2]1[CH:3]=[CH:4][CH:5]=[C:6]2[C:11]=1[NH:10][C:9](=[O:12])[C:8]([O:13][CH3:14])=[CH:7]2.[F:15][C:16]1[CH:21]=[CH:20][C:19](B(O)O)=[CH:18][CH:17]=1.C([O-])([O-])=O.[Na+].[Na+]. Product: [F:15][C:16]1[CH:21]=[CH:20][C:19]([C:2]2[CH:3]=[CH:4][CH:5]=[C:6]3[C:11]=2[NH:10][C:9](=[O:12])[C:8]([O:13][CH3:14])=[CH:7]3)=[CH:18][CH:17]=1. The catalyst class is: 70. (3) Reactant: [Cl:1][C:2]1[CH:29]=[C:28]([Cl:30])[CH:27]=[CH:26][C:3]=1[CH2:4][N:5]1[C:9]2[CH:10]=[C:11]([O:15][CH2:16][CH2:17][CH2:18][C:19]([O:21]CC)=[O:20])[CH:12]=[C:13]([CH3:14])[C:8]=2[N:7]=[C:6]1[NH:24][CH3:25].[OH-].[Na+].Cl. Product: [Cl:1][C:2]1[CH:29]=[C:28]([Cl:30])[CH:27]=[CH:26][C:3]=1[CH2:4][N:5]1[C:9]2[CH:10]=[C:11]([O:15][CH2:16][CH2:17][CH2:18][C:19]([OH:21])=[O:20])[CH:12]=[C:13]([CH3:14])[C:8]=2[N:7]=[C:6]1[NH:24][CH3:25]. The catalyst class is: 14.